From a dataset of Catalyst prediction with 721,799 reactions and 888 catalyst types from USPTO. Predict which catalyst facilitates the given reaction. Reactant: Br[C:2]1[CH:3]=[C:4]([NH:8][CH:9]([C:13]2[CH:18]=[CH:17][CH:16]=[CH:15][CH:14]=2)[C:10]([NH2:12])=[O:11])[CH:5]=[N:6][CH:7]=1.[Cl:19][C:20]1[C:21]([F:30])=[CH:22][C:23]([F:29])=[C:24](B(O)O)[CH:25]=1.C(=O)([O-])[O-].[K+].[K+].COCCOC. Product: [Cl:19][C:20]1[C:21]([F:30])=[CH:22][C:23]([F:29])=[C:24]([C:2]2[CH:3]=[C:4]([NH:8][CH:9]([C:13]3[CH:18]=[CH:17][CH:16]=[CH:15][CH:14]=3)[C:10]([NH2:12])=[O:11])[CH:5]=[N:6][CH:7]=2)[CH:25]=1. The catalyst class is: 257.